This data is from Full USPTO retrosynthesis dataset with 1.9M reactions from patents (1976-2016). The task is: Predict the reactants needed to synthesize the given product. (1) Given the product [Br:14][C:15]1[CH:20]=[CH:19][CH:18]=[CH:17][C:16]=1[NH:21][C:22]1[O:1][C:2]2[CH:3]=[C:4]([CH2:9][C:10]([O:12][CH2:13][CH3:24])=[O:11])[CH:5]=[CH:6][C:7]=2[N:8]=1, predict the reactants needed to synthesize it. The reactants are: [OH:1][C:2]1[CH:3]=[C:4]([CH2:9][C:10]([O:12][CH3:13])=[O:11])[CH:5]=[CH:6][C:7]=1[NH2:8].[Br:14][C:15]1[CH:20]=[CH:19][CH:18]=[CH:17][C:16]=1[N:21]=[C:22]=S.[CH3:24]O. (2) The reactants are: [Cl:1][C:2]1[CH:7]=[CH:6][C:5]([OH:8])=[C:4]([O:9][CH2:10][CH:11]2[CH2:13][O:12]2)[CH:3]=1.[OH-].[Na+]. Given the product [Cl:1][C:2]1[CH:7]=[CH:6][C:5]2[O:8][CH:11]([CH2:13][OH:12])[CH2:10][O:9][C:4]=2[CH:3]=1, predict the reactants needed to synthesize it. (3) The reactants are: Br[C:2]1[CH:3]=[C:4]([CH:21]=[C:22]([F:24])[CH:23]=1)[CH2:5][CH2:6][C:7]1[CH:12]=[C:11]([CH3:13])[CH:10]=[C:9]([N:14]2[C:18]([CH3:19])=[CH:17][CH:16]=[C:15]2[CH3:20])[N:8]=1.[C:25]([N:32]1[CH2:37][CH2:36][NH:35][CH2:34][CH2:33]1)([O:27][C:28]([CH3:31])([CH3:30])[CH3:29])=[O:26]. Given the product [CH3:20][C:15]1[N:14]([C:9]2[N:8]=[C:7]([CH2:6][CH2:5][C:4]3[CH:3]=[C:2]([N:35]4[CH2:34][CH2:33][N:32]([C:25]([O:27][C:28]([CH3:31])([CH3:30])[CH3:29])=[O:26])[CH2:37][CH2:36]4)[CH:23]=[C:22]([F:24])[CH:21]=3)[CH:12]=[C:11]([CH3:13])[CH:10]=2)[C:18]([CH3:19])=[CH:17][CH:16]=1, predict the reactants needed to synthesize it. (4) Given the product [CH2:21]([O:20][CH2:19][CH2:18][N:17]1[C:16]2[CH:23]=[CH:24][CH:25]=[CH:26][C:15]=2[N:14]=[C:13]1[N:9]1[CH2:10][CH2:11][CH2:12][NH:6][CH2:7][CH2:8]1)[CH3:22], predict the reactants needed to synthesize it. The reactants are: C(OC([N:6]1[CH2:12][CH2:11][CH2:10][N:9]([C:13]2[N:17]([CH2:18][CH2:19][O:20][CH2:21][CH3:22])[C:16]3[CH:23]=[CH:24][CH:25]=[CH:26][C:15]=3[N:14]=2)[CH2:8][CH2:7]1)=O)C.O.NN.[OH-].[K+]. (5) Given the product [C:22]([O:21][C:19]([N:15]1[CH2:16][CH2:17][C:18]2[C:8]([S:7][CH2:6][C:5]3[CH:27]=[CH:28][C:2]([C:33]4[CH:32]=[C:31]([F:30])[CH:36]=[CH:35][C:34]=4[O:40][CH3:41])=[C:3]([F:29])[CH:4]=3)=[C:9]([Cl:26])[CH:10]=[CH:11][C:12]=2[CH2:13][CH2:14]1)=[O:20])([CH3:25])([CH3:24])[CH3:23], predict the reactants needed to synthesize it. The reactants are: Br[C:2]1[CH:28]=[CH:27][C:5]([CH2:6][S:7][C:8]2[C:18]3[CH2:17][CH2:16][N:15]([C:19]([O:21][C:22]([CH3:25])([CH3:24])[CH3:23])=[O:20])[CH2:14][CH2:13][C:12]=3[CH:11]=[CH:10][C:9]=2[Cl:26])=[CH:4][C:3]=1[F:29].[F:30][C:31]1[CH:32]=[CH:33][C:34]([O:40][CH3:41])=[C:35](B(O)O)[CH:36]=1.C(=O)([O-])[O-].[K+].[K+].C1(P(C2C=CC=CC=2)C2C=CC=CC=2)C=CC=CC=1. (6) Given the product [F:1][C:2]1[CH:7]=[C:6]([CH3:8])[CH:5]=[C:4]([F:9])[C:3]=1[C:10]1[N:15]=[C:14]([C:16]([OH:18])=[O:17])[CH:13]=[CH:12][C:11]=1[F:19], predict the reactants needed to synthesize it. The reactants are: [F:1][C:2]1[CH:7]=[C:6]([CH3:8])[CH:5]=[C:4]([F:9])[C:3]=1[C:10]1[N:15]=[C:14]([C:16]([O-:18])=[O:17])[CH:13]=[CH:12][C:11]=1[F:19].[Li+].[OH-].